Dataset: Catalyst prediction with 721,799 reactions and 888 catalyst types from USPTO. Task: Predict which catalyst facilitates the given reaction. (1) Reactant: N#N.[C:3]([O:7][C:8](=[O:22])[NH:9][C:10]1[N:11]=[C:12]([CH2:15][CH2:16][CH2:17][CH2:18][C:19](=[O:21])[CH3:20])[O:13][CH:14]=1)([CH3:6])([CH3:5])[CH3:4].[H-].[Na+].[F:25][C:26]1[CH:31]=[CH:30][C:29]([C:32]2[O:36][CH:35]=[N:34][C:33]=2[C:37](Cl)=[O:38])=[CH:28][CH:27]=1. Product: [C:3]([O:7][C:8](=[O:22])[N:9]([C:37]([C:33]1[N:34]=[CH:35][O:36][C:32]=1[C:29]1[CH:30]=[CH:31][C:26]([F:25])=[CH:27][CH:28]=1)=[O:38])[C:10]1[N:11]=[C:12]([CH2:15][CH2:16][CH2:17][CH2:18][C:19](=[O:21])[CH3:20])[O:13][CH:14]=1)([CH3:6])([CH3:4])[CH3:5]. The catalyst class is: 20. (2) Reactant: Cl[CH2:2][C:3]1[O:7][N:6]=[C:5]([C:8]2[CH:13]=[CH:12][C:11]([NH:14][C:15]([N:17]3[CH2:25][C:24]4[C:19](=[CH:20][CH:21]=[CH:22][CH:23]=4)[CH2:18]3)=[O:16])=[CH:10][CH:9]=2)[N:4]=1.[NH:26]1[CH2:31][CH2:30][O:29][CH2:28][CH2:27]1. Product: [N:26]1([CH2:2][C:3]2[O:7][N:6]=[C:5]([C:8]3[CH:13]=[CH:12][C:11]([NH:14][C:15]([N:17]4[CH2:25][C:24]5[C:19](=[CH:20][CH:21]=[CH:22][CH:23]=5)[CH2:18]4)=[O:16])=[CH:10][CH:9]=3)[N:4]=2)[CH2:31][CH2:30][O:29][CH2:28][CH2:27]1. The catalyst class is: 121. (3) Reactant: [NH2:1][C:2]1[CH:10]=[CH:9][CH:8]=[C:7]([Cl:11])[C:3]=1[C:4](O)=[O:5].C[N:13]1CCOCC1.C1C=CC2N(O)N=NC=2C=1.CCN=C=NCCCN(C)C.Cl.[OH-].[NH4+]. Product: [NH2:1][C:2]1[CH:10]=[CH:9][CH:8]=[C:7]([Cl:11])[C:3]=1[C:4]([NH2:13])=[O:5]. The catalyst class is: 1. (4) Reactant: [Cl:1][C:2]1[CH:7]=[C:6]([CH3:8])[CH:5]=[C:4](Cl)[N:3]=1.[OH-].[NH4+:11]. Product: [Cl:1][C:2]1[N:3]=[C:4]([NH2:11])[CH:5]=[C:6]([CH3:8])[CH:7]=1. The catalyst class is: 2.